This data is from Catalyst prediction with 721,799 reactions and 888 catalyst types from USPTO. The task is: Predict which catalyst facilitates the given reaction. Reactant: [N:1]1[C:6]2[CH2:7][CH2:8][C:9]3[CH:19]=[CH:18][CH:17]=[CH:16][C:10]=3[N:11]([CH2:12][CH2:13][C:14]#[N:15])[C:5]=2[CH:4]=[CH:3][CH:2]=1.B.C1COCC1.Cl.[OH-].[Na+]. Product: [N:1]1[C:6]2[CH2:7][CH2:8][C:9]3[CH:19]=[CH:18][CH:17]=[CH:16][C:10]=3[N:11]([CH2:12][CH2:13][CH2:14][NH2:15])[C:5]=2[CH:4]=[CH:3][CH:2]=1. The catalyst class is: 1.